This data is from NCI-60 drug combinations with 297,098 pairs across 59 cell lines. The task is: Regression. Given two drug SMILES strings and cell line genomic features, predict the synergy score measuring deviation from expected non-interaction effect. (1) Drug 1: COC1=CC(=CC(=C1O)OC)C2C3C(COC3=O)C(C4=CC5=C(C=C24)OCO5)OC6C(C(C7C(O6)COC(O7)C8=CC=CS8)O)O. Drug 2: C1=NNC2=C1C(=O)NC=N2. Cell line: HCT116. Synergy scores: CSS=52.1, Synergy_ZIP=1.56, Synergy_Bliss=2.25, Synergy_Loewe=-32.2, Synergy_HSA=3.42. (2) Cell line: NCI/ADR-RES. Drug 2: CC(C1=C(C=CC(=C1Cl)F)Cl)OC2=C(N=CC(=C2)C3=CN(N=C3)C4CCNCC4)N. Drug 1: CS(=O)(=O)C1=CC(=C(C=C1)C(=O)NC2=CC(=C(C=C2)Cl)C3=CC=CC=N3)Cl. Synergy scores: CSS=7.58, Synergy_ZIP=-2.23, Synergy_Bliss=0.315, Synergy_Loewe=-0.576, Synergy_HSA=-1.02. (3) Drug 1: CC1=C(C(=CC=C1)Cl)NC(=O)C2=CN=C(S2)NC3=CC(=NC(=N3)C)N4CCN(CC4)CCO. Drug 2: CC1C(C(CC(O1)OC2CC(CC3=C2C(=C4C(=C3O)C(=O)C5=CC=CC=C5C4=O)O)(C(=O)C)O)N)O. Cell line: MDA-MB-435. Synergy scores: CSS=51.9, Synergy_ZIP=-0.404, Synergy_Bliss=2.59, Synergy_Loewe=-7.09, Synergy_HSA=0.944. (4) Drug 1: CC12CCC3C(C1CCC2=O)CC(=C)C4=CC(=O)C=CC34C. Drug 2: C(CN)CNCCSP(=O)(O)O. Cell line: UACC62. Synergy scores: CSS=8.91, Synergy_ZIP=-10.9, Synergy_Bliss=-17.5, Synergy_Loewe=-17.6, Synergy_HSA=-18.1. (5) Drug 1: C1=NC2=C(N1)C(=S)N=CN2. Drug 2: CN(CCCl)CCCl.Cl. Cell line: NCIH23. Synergy scores: CSS=10.7, Synergy_ZIP=-11.5, Synergy_Bliss=-7.76, Synergy_Loewe=-11.5, Synergy_HSA=-5.65. (6) Drug 1: CC1C(C(CC(O1)OC2CC(CC3=C2C(=C4C(=C3O)C(=O)C5=C(C4=O)C(=CC=C5)OC)O)(C(=O)CO)O)N)O.Cl. Cell line: COLO 205. Synergy scores: CSS=13.6, Synergy_ZIP=-5.30, Synergy_Bliss=1.96, Synergy_Loewe=-2.21, Synergy_HSA=-1.55. Drug 2: C1CN(CCN1C(=O)CCBr)C(=O)CCBr.